From a dataset of Reaction yield outcomes from USPTO patents with 853,638 reactions. Predict the reaction yield, written as a fraction of the theoretical maximum amount of product (1.0 means a 100% yield; for example, 0.34 means a 34% yield). (1) The reactants are [H-].[Na+].[OH:3][CH2:4][C@H:5]1[NH:9][C:8](=[O:10])[CH2:7][CH2:6]1.[C:11]([C:15]1[N:19]([CH3:20])[N:18]([CH2:21][CH2:22][CH3:23])/[C:17](=[N:24]/[C:25](=[O:37])[C:26]2[CH:31]=[C:30]([C:32]([F:35])([F:34])[F:33])[CH:29]=[CH:28][C:27]=2F)/[CH:16]=1)([CH3:14])([CH3:13])[CH3:12]. The catalyst is CN(C)C=O. The product is [C:11]([C:15]1[N:19]([CH3:20])[N:18]([CH2:21][CH2:22][CH3:23])/[C:17](=[N:24]/[C:25](=[O:37])[C:26]2[CH:31]=[C:30]([C:32]([F:35])([F:33])[F:34])[CH:29]=[CH:28][C:27]=2[O:3][CH2:4][C@@H:5]2[CH2:6][CH2:7][C:8](=[O:10])[NH:9]2)/[CH:16]=1)([CH3:12])([CH3:13])[CH3:14]. The yield is 0.330. (2) The product is [C:25]([C:33]1[CH:34]=[C:35]([CH2:44][NH:46][C:15](=[O:17])[CH:14]([C:4]2[CH:5]=[CH:6][C:7]([CH2:8][O:9][CH2:10][CH2:11][O:12][CH3:13])=[C:2]([F:1])[CH:3]=2)[CH3:18])[N:36]([C:38]2[CH:54]=[CH:55][CH:56]=[C:51]([Cl:50])[CH:52]=2)[N:32]=1)([CH3:26])([CH3:27])[CH3:68]. The yield is 0.700. No catalyst specified. The reactants are [F:1][C:2]1[CH:3]=[C:4]([CH:14]([CH3:18])[C:15]([OH:17])=O)[CH:5]=[CH:6][C:7]=1[CH2:8][O:9][CH2:10][CH2:11][O:12][CH3:13].CCN([CH:25]([CH3:27])[CH3:26])C(C)C.CCN=C=[N:32][CH2:33][CH2:34][CH2:35][N:36]([CH3:38])C.Cl.C1C=CC2N(O)N=[N:46][C:44]=2C=1.[Cl:50][C:51]1[CH:52]=C(N2C(CN)=CC(C(F)(F)F)=N2)[CH:54]=[CH:55][CH:56]=1.[CH2:68](Cl)Cl.